From a dataset of Full USPTO retrosynthesis dataset with 1.9M reactions from patents (1976-2016). Predict the reactants needed to synthesize the given product. (1) The reactants are: Br[C:2]1[S:3][CH:4]=[C:5]([CH2:7][C:8]([O:10]C)=[O:9])[N:6]=1.[CH3:12][O-:13].[Na+:14]. Given the product [CH3:12][O:13][C:2]1[S:3][CH:4]=[C:5]([CH2:7][C:8]([O-:10])=[O:9])[N:6]=1.[Na+:14], predict the reactants needed to synthesize it. (2) Given the product [CH:1]1([N:4]2[C:5](=[O:6])[CH2:30][CH2:29][C:16]3([CH2:17][CH2:18][N:19]([C:22]([O:24][C:25]([CH3:28])([CH3:26])[CH3:27])=[O:23])[CH2:20][CH2:21]3)[CH2:15]2)[CH2:3][CH2:2]1, predict the reactants needed to synthesize it. The reactants are: [CH:1]1([N:4]([CH2:15][C:16]2([CH2:29][CH2:30]C(O)=O)[CH2:21][CH2:20][N:19]([C:22]([O:24][C:25]([CH3:28])([CH3:27])[CH3:26])=[O:23])[CH2:18][CH2:17]2)[C:5](OCC2C=CC=CC=2)=[O:6])[CH2:3][CH2:2]1.[H][H]. (3) Given the product [C:1]([O:5][C:6](=[O:35])[NH:7][C:8]1([C:12]2[CH:13]=[CH:14][C:15]([C:18]3[N:19]=[C:20]4[CH:25]=[C:24]([C:26]5[N:36]=[N:37][NH:38][N:27]=5)[CH:23]=[CH:22][N:21]4[C:28]=3[C:29]3[CH:34]=[CH:33][CH:32]=[CH:31][CH:30]=3)=[CH:16][CH:17]=2)[CH2:11][CH2:10][CH2:9]1)([CH3:4])([CH3:2])[CH3:3], predict the reactants needed to synthesize it. The reactants are: [C:1]([O:5][C:6](=[O:35])[NH:7][C:8]1([C:12]2[CH:17]=[CH:16][C:15]([C:18]3[N:19]=[C:20]4[CH:25]=[C:24]([C:26]#[N:27])[CH:23]=[CH:22][N:21]4[C:28]=3[C:29]3[CH:34]=[CH:33][CH:32]=[CH:31][CH:30]=3)=[CH:14][CH:13]=2)[CH2:11][CH2:10][CH2:9]1)([CH3:4])([CH3:3])[CH3:2].[N-:36]=[N+:37]=[N-:38].[Na+].[NH4+].[Cl-].C([O-])(O)=O.[Na+]. (4) Given the product [CH:12]1[N:13]=[CH:14][CH:15]=[C:10]2[C:11]=1[C:16]1[CH:30]=[CH:29][CH:28]=[CH:27][C:17]=1[C:18](=[O:19])[NH:20]2, predict the reactants needed to synthesize it. The reactants are: C([N-]C(C)C)(C)C.[Li+].N[C:10]1[CH:15]=[CH:14][N:13]=[CH:12][C:11]=1[C:16]1[CH:30]=[CH:29][CH:28]=[CH:27][C:17]=1[C:18]([N:20](C(C)C)C(C)C)=[O:19]. (5) Given the product [OH:34][C:21]1([C:20]([F:40])([F:19])[F:39])[CH2:26][CH2:25][CH2:24][N:23]([C:27]([O:29][C:30]([CH3:33])([CH3:31])[CH3:32])=[O:28])[CH2:22]1, predict the reactants needed to synthesize it. The reactants are: CCCC[N+](CCCC)(CCCC)CCCC.[F-].[F:19][C:20]([F:40])([F:39])[C:21]1([O:34][Si](C)(C)C)[CH2:26][CH2:25][CH2:24][N:23]([C:27]([O:29][C:30]([CH3:33])([CH3:32])[CH3:31])=[O:28])[CH2:22]1. (6) Given the product [Br:12][CH2:11][C@H:8]1[CH2:7][C:6]2[CH:5]=[C:4]([F:13])[CH:3]=[C:2]([C:16]3[CH:17]=[CH:18][CH:19]=[CH:20][C:15]=3[Cl:14])[C:10]=2[O:9]1, predict the reactants needed to synthesize it. The reactants are: Br[C:2]1[C:10]2[O:9][C@@H:8]([CH2:11][Br:12])[CH2:7][C:6]=2[CH:5]=[C:4]([F:13])[CH:3]=1.[Cl:14][C:15]1[CH:20]=[CH:19][CH:18]=[CH:17][C:16]=1B(O)O.CC1C=CC(S(OCC2CC3C(C4C=CC=CC=4)=CC=CC=3O2)(=O)=O)=CC=1. (7) Given the product [SH:6][C:4]1[S:5][C:9]2[CH:14]=[CH:13][C:12]([C:15]([F:16])([F:18])[F:17])=[CH:11][C:10]=2[N:19]=1, predict the reactants needed to synthesize it. The reactants are: C(O[C:4]([SH:6])=[S:5])C.[K].Br[C:9]1[CH:14]=[CH:13][C:12]([C:15]([F:18])([F:17])[F:16])=[CH:11][C:10]=1[NH2:19].Cl. (8) Given the product [Cl:1][C:2]1[CH:7]=[C:6]([NH:8][CH:9]2[CH2:10][CH2:11][N:12]([C:15]([O:17][C:18]([CH3:21])([CH3:19])[CH3:20])=[O:16])[CH2:13][CH2:14]2)[N:5]2[N:22]=[CH:23][C:24]([CH:33]=[O:34])=[C:4]2[N:3]=1, predict the reactants needed to synthesize it. The reactants are: [Cl:1][C:2]1[CH:7]=[C:6]([NH:8][CH:9]2[CH2:14][CH2:13][N:12]([C:15]([O:17][C:18]([CH3:21])([CH3:20])[CH3:19])=[O:16])[CH2:11][CH2:10]2)[N:5]2[N:22]=[CH:23][CH:24]=[C:4]2[N:3]=1.O=P(Cl)(Cl)Cl.CN([CH:33]=[O:34])C.